Dataset: Reaction yield outcomes from USPTO patents with 853,638 reactions. Task: Predict the reaction yield, written as a fraction of the theoretical maximum amount of product (1.0 means a 100% yield; for example, 0.34 means a 34% yield). The reactants are [C:1](Cl)(=[O:6])[C:2]([CH3:5])([CH3:4])[CH3:3].[Cl:8][C:9]1[N:14]=[C:13]([NH2:15])[CH:12]=[CH:11][CH:10]=1.C(N(CC)CC)C.O. The catalyst is C(Cl)Cl. The product is [Cl:8][C:9]1[N:14]=[C:13]([NH:15][C:1](=[O:6])[C:2]([CH3:5])([CH3:4])[CH3:3])[CH:12]=[CH:11][CH:10]=1. The yield is 0.810.